This data is from Catalyst prediction with 721,799 reactions and 888 catalyst types from USPTO. The task is: Predict which catalyst facilitates the given reaction. (1) Reactant: [CH3:1][C:2]1[O:6][C:5]([C:7]([F:10])([F:9])[F:8])=[C:4]([C:11]([OH:13])=O)[CH:3]=1.O1CCCC1.C(Cl)(=O)C(Cl)=O.[NH2:25][C:26]1[CH:27]=[C:28]([CH:45]=[CH:46][CH:47]=1)[O:29][C:30]1[CH:31]=[CH:32][C:33]2[N:34]([N:36]=[C:37]([NH:39][C:40]([CH:42]3[CH2:44][CH2:43]3)=[O:41])[N:38]=2)[CH:35]=1. Product: [CH:42]1([C:40]([NH:39][C:37]2[N:38]=[C:33]3[CH:32]=[CH:31][C:30]([O:29][C:28]4[CH:27]=[C:26]([NH:25][C:11]([C:4]5[CH:3]=[C:2]([CH3:1])[O:6][C:5]=5[C:7]([F:8])([F:9])[F:10])=[O:13])[CH:47]=[CH:46][CH:45]=4)=[CH:35][N:34]3[N:36]=2)=[O:41])[CH2:43][CH2:44]1. The catalyst class is: 402. (2) Reactant: [NH2:1][C:2]1[CH:3]=[C:4]2[C:9](=[C:10]([Cl:12])[CH:11]=1)[N:8]=[CH:7][C:6]([C:13]#[N:14])=[C:5]2[NH:15][C:16]1[CH:21]=[CH:20][C:19]([F:22])=[C:18]([Cl:23])[CH:17]=1.[CH2:24]([C:26]1[N:27]([CH2:33][C:34]([NH2:36])=[O:35])[CH:28]=[C:29]([CH:31]=O)[N:30]=1)[CH3:25].[BH3-]C#N.[Na+]. Product: [Cl:12][C:10]1[CH:11]=[C:2]([NH:1][CH2:31][C:29]2[N:30]=[C:26]([CH2:24][CH3:25])[N:27]([CH2:33][C:34]([NH2:36])=[O:35])[CH:28]=2)[CH:3]=[C:4]2[C:9]=1[N:8]=[CH:7][C:6]([C:13]#[N:14])=[C:5]2[NH:15][C:16]1[CH:21]=[CH:20][C:19]([F:22])=[C:18]([Cl:23])[CH:17]=1. The catalyst class is: 14. (3) Reactant: C(NC(C)C)(C)C.C([Li])CCC.C(N(CC)[C:16](=[O:31])[C:17]1[CH:22]=[CH:21][C:20]([F:23])=[CH:19][C:18]=1[C:24]1[C:29]([CH3:30])=[CH:28][CH:27]=[CH:26][N:25]=1)C. Product: [F:23][C:20]1[CH:21]=[CH:22][C:17]2[C:16](=[O:31])[CH2:30][C:29]3[CH:28]=[CH:27][CH:26]=[N:25][C:24]=3[C:18]=2[CH:19]=1. The catalyst class is: 1. (4) Product: [ClH:40].[ClH:40].[CH2:1]([C:5]1[CH:6]=[C:7]2[C:12](=[C:13]([O:15][CH:16]3[CH2:21][CH2:20][N:19]([CH2:22][CH2:23][CH2:24][CH2:25][NH:26][S:37]([CH:35]([CH3:36])[CH3:34])(=[O:39])=[O:38])[CH2:18][CH2:17]3)[CH:14]=1)[N:11]=[CH:10][CH:9]=[CH:8]2)[CH2:2][CH2:3][CH3:4]. The catalyst class is: 2. Reactant: [CH2:1]([C:5]1[CH:6]=[C:7]2[C:12](=[C:13]([O:15][CH:16]3[CH2:21][CH2:20][N:19]([CH2:22][CH2:23][CH2:24][CH2:25][NH2:26])[CH2:18][CH2:17]3)[CH:14]=1)[N:11]=[CH:10][CH:9]=[CH:8]2)[CH2:2][CH2:3][CH3:4].C(N(CC)CC)C.[CH3:34][CH:35]([S:37]([Cl:40])(=[O:39])=[O:38])[CH3:36]. (5) Reactant: [H-].[Na+].[C:3]([O:11][CH2:12][CH3:13])(=[O:10])[CH2:4][C:5]([O:7][CH2:8][CH3:9])=[O:6].[Br:14][C:15]1[CH:16]=[C:17]([CH:33]=[CH:34][CH:35]=1)[CH2:18][N:19]1[C:27]2[C:26](=[O:28])[N:25]([CH3:29])[C:24](=[O:30])[N:23]([CH3:31])[C:22]=2[N:21]=[C:20]1Cl. Product: [Br:14][C:15]1[CH:16]=[C:17]([CH:33]=[CH:34][CH:35]=1)[CH2:18][N:19]1[C:27]2[C:26](=[O:28])[N:25]([CH3:29])[C:24](=[O:30])[N:23]([CH3:31])[C:22]=2[N:21]=[C:20]1[CH:4]([C:5]([O:7][CH2:8][CH3:9])=[O:6])[C:3]([O:11][CH2:12][CH3:13])=[O:10]. The catalyst class is: 18. (6) Reactant: [Cl:1][C:2]1[CH:3]=[CH:4][C:5]2[S:9][C:8]([SH:10])=[N:7][C:6]=2[CH:11]=1.C(=O)([O-])[O-].[K+].[K+].[CH2:18]([O:20][C:21](=[O:25])[CH:22](Br)[CH3:23])[CH3:19]. Product: [CH2:18]([O:20][C:21](=[O:25])[CH:22]([S:10][C:8]1[S:9][C:5]2[CH:4]=[CH:3][C:2]([Cl:1])=[CH:11][C:6]=2[N:7]=1)[CH3:23])[CH3:19]. The catalyst class is: 10. (7) Reactant: [CH:1]1([O:5][C:6]2[CH:7]=[C:8]([O:12]C(=O)C)[CH:9]=[CH:10][CH:11]=2)[CH2:4][CH2:3][CH2:2]1.[OH-].[Na+].Cl. Product: [CH:1]1([O:5][C:6]2[CH:7]=[C:8]([OH:12])[CH:9]=[CH:10][CH:11]=2)[CH2:4][CH2:3][CH2:2]1. The catalyst class is: 5.